Predict the reactants needed to synthesize the given product. From a dataset of Full USPTO retrosynthesis dataset with 1.9M reactions from patents (1976-2016). Given the product [C:1]([O:5][C:6](=[O:7])[NH:8][C@H:9]([CH2:29][C:30]1[CH:35]=[C:34]([F:36])[C:33]([F:37])=[CH:32][C:31]=1[F:38])[CH2:10][C:11]([N:13]1[CH2:18][CH2:17][N:16]2[C:19]([C:25]([F:28])([F:27])[F:26])=[N:20][C:21]([C:22]([N:43]3[CH2:44][CH2:45][N:40]([CH3:39])[CH2:41][CH2:42]3)=[O:24])=[C:15]2[CH2:14]1)=[O:12])([CH3:3])([CH3:2])[CH3:4], predict the reactants needed to synthesize it. The reactants are: [C:1]([O:5][C:6]([NH:8][C@H:9]([CH2:29][C:30]1[CH:35]=[C:34]([F:36])[C:33]([F:37])=[CH:32][C:31]=1[F:38])[CH2:10][C:11]([N:13]1[CH2:18][CH2:17][N:16]2[C:19]([C:25]([F:28])([F:27])[F:26])=[N:20][C:21]([C:22]([OH:24])=O)=[C:15]2[CH2:14]1)=[O:12])=[O:7])([CH3:4])([CH3:3])[CH3:2].[CH3:39][N:40]1[CH2:45][CH2:44][NH:43][CH2:42][CH2:41]1.O=C1N([ClH]P([ClH]N2CCOC2=O)=O)CCO1.C(N(CC)CC)C.